Dataset: CYP2C9 inhibition data for predicting drug metabolism from PubChem BioAssay. Task: Regression/Classification. Given a drug SMILES string, predict its absorption, distribution, metabolism, or excretion properties. Task type varies by dataset: regression for continuous measurements (e.g., permeability, clearance, half-life) or binary classification for categorical outcomes (e.g., BBB penetration, CYP inhibition). Dataset: cyp2c9_veith. (1) The drug is CC(=O)N1CCC2(CC1)CN(Cc1cc(C(F)(F)F)cc(C(F)(F)F)c1)C2. The result is 0 (non-inhibitor). (2) The result is 1 (inhibitor). The drug is CC1(C)CC2(CC(c3cccs3)c3cc(Cl)c(O)cc3O2)NC(=S)N1. (3) The molecule is COc1ccc(Oc2ncc3ncc(=O)n(CCC#N)c3n2)cc1. The result is 0 (non-inhibitor). (4) The drug is CCCCNC(=O)NNC(=O)c1ccoc1C. The result is 0 (non-inhibitor). (5) The drug is CC(C)NC(=O)N1CCC2(CC1)CCN(S(C)(=O)=O)CC2. The result is 0 (non-inhibitor).